From a dataset of NCI-60 drug combinations with 297,098 pairs across 59 cell lines. Regression. Given two drug SMILES strings and cell line genomic features, predict the synergy score measuring deviation from expected non-interaction effect. Drug 1: CC1=C(N=C(N=C1N)C(CC(=O)N)NCC(C(=O)N)N)C(=O)NC(C(C2=CN=CN2)OC3C(C(C(C(O3)CO)O)O)OC4C(C(C(C(O4)CO)O)OC(=O)N)O)C(=O)NC(C)C(C(C)C(=O)NC(C(C)O)C(=O)NCCC5=NC(=CS5)C6=NC(=CS6)C(=O)NCCC[S+](C)C)O. Drug 2: C1CC(=O)NC(=O)C1N2C(=O)C3=CC=CC=C3C2=O. Cell line: HCT116. Synergy scores: CSS=43.1, Synergy_ZIP=1.87, Synergy_Bliss=-0.411, Synergy_Loewe=-19.2, Synergy_HSA=-2.20.